Task: Predict which catalyst facilitates the given reaction.. Dataset: Catalyst prediction with 721,799 reactions and 888 catalyst types from USPTO Reactant: C([O:3][C:4](=[O:33])[C:5]1[CH:10]=[C:9]([N:11]2[C:15]([CH3:16])=[CH:14][CH:13]=[C:12]2[C:17]2[CH:22]=[C:21]([Cl:23])[CH:20]=[CH:19][C:18]=2[O:24][CH2:25][C:26]2[CH:31]=[CH:30][C:29]([F:32])=[CH:28][CH:27]=2)[CH:8]=[N:7][CH:6]=1)C.C(O)C. Product: [Cl:23][C:21]1[CH:20]=[CH:19][C:18]([O:24][CH2:25][C:26]2[CH:27]=[CH:28][C:29]([F:32])=[CH:30][CH:31]=2)=[C:17]([C:12]2[N:11]([C:9]3[CH:8]=[N:7][CH:6]=[C:5]([CH:10]=3)[C:4]([OH:33])=[O:3])[C:15]([CH3:16])=[CH:14][CH:13]=2)[CH:22]=1. The catalyst class is: 13.